This data is from Full USPTO retrosynthesis dataset with 1.9M reactions from patents (1976-2016). The task is: Predict the reactants needed to synthesize the given product. (1) Given the product [Cl:1][C:2]1[N:7]=[C:6]([C:8]2[CH:9]=[C:10]([CH:13]=[CH:14][CH:15]=2)[CH2:11][NH:24][CH2:23][CH2:22][C:17]2[CH:18]=[CH:19][CH:20]=[CH:21][N:16]=2)[CH:5]=[CH:4][N:3]=1, predict the reactants needed to synthesize it. The reactants are: [Cl:1][C:2]1[N:7]=[C:6]([C:8]2[CH:9]=[C:10]([CH:13]=[CH:14][CH:15]=2)[CH:11]=O)[CH:5]=[CH:4][N:3]=1.[N:16]1[CH:21]=[CH:20][CH:19]=[CH:18][C:17]=1[CH2:22][CH2:23][NH2:24]. (2) Given the product [CH:1]1([C:4]2[CH:5]=[C:6]([I:12])[CH:7]=[CH:8][C:9]=2[F:10])[CH2:3][CH2:2]1, predict the reactants needed to synthesize it. The reactants are: [CH:1]1([C:4]2[CH:5]=[C:6](N)[CH:7]=[CH:8][C:9]=2[F:10])[CH2:3][CH2:2]1.[I-:12].[Cs+].II.N(OCCC(C)C)=O.